From a dataset of Reaction yield outcomes from USPTO patents with 853,638 reactions. Predict the reaction yield, written as a fraction of the theoretical maximum amount of product (1.0 means a 100% yield; for example, 0.34 means a 34% yield). (1) The reactants are Cl[C:2]1[CH:3]=[C:4]([CH:41]=[CH:42][C:43]=1F)[C:5]1[C:10]([C:11]2[CH:20]=[CH:19][C:18]3[C:13](=[CH:14][CH:15]=[C:16]([C:21]4[N:25]([CH:26]5[CH2:31][CH2:30][CH2:29][CH2:28][CH2:27]5)[C:24]5[CH:32]=[CH:33][C:34]([C:36]([OH:38])=[O:37])=[CH:35][C:23]=5[N:22]=4)[CH:17]=3)[N:12]=2)=[CH:9][C:8]([O:39][CH3:40])=[CH:7][CH:6]=1.C[O:46]C(C1C=CC2N(C3CCCCC3)C(C3C=C4C(=CC=3)N=C(C3C=C(OC)C=CC=3Br)C=C4)=NC=2C=1)=O. No catalyst specified. The product is [CH:26]1([N:25]2[C:24]3[CH:32]=[CH:33][C:34]([C:36]([OH:38])=[O:37])=[CH:35][C:23]=3[N:22]=[C:21]2[C:16]2[CH:17]=[C:18]3[C:13](=[CH:14][CH:15]=2)[N:12]=[C:11]([C:10]2[C:5]([C:4]4[CH:3]=[CH:2][C:43]([OH:46])=[CH:42][CH:41]=4)=[CH:6][CH:7]=[C:8]([O:39][CH3:40])[CH:9]=2)[CH:20]=[CH:19]3)[CH2:27][CH2:28][CH2:29][CH2:30][CH2:31]1. The yield is 0.0800. (2) The reactants are [Br:1][C:2]1[CH:3]=[C:4]2[NH:10][C:9]([CH:11]3[CH2:13][CH2:12]3)=[N:8][C:5]2=[N:6][CH:7]=1.[F:14][C:15]([F:25])=[CH:16][CH:17]1[CH2:21][N:20]([CH2:22]O)[C:19](=[O:24])[CH2:18]1. No catalyst specified. The product is [Br:1][C:2]1[CH:3]=[C:4]2[N:10]=[C:9]([CH:11]3[CH2:13][CH2:12]3)[N:8]([CH2:22][N:20]3[CH2:21][CH:17]([CH:16]=[C:15]([F:25])[F:14])[CH2:18][C:19]3=[O:24])[C:5]2=[N:6][CH:7]=1. The yield is 0.250. (3) The reactants are CS(O[CH2:6][C:7]1[CH:11]=[C:10]([C:12]2[C:13]([C:42](=[O:46])[NH:43][CH2:44][CH3:45])=[N:14][O:15][C:16]=2[C:17]2[CH:22]=[C:21]([CH:23]([CH3:25])[CH3:24])[C:20]([O:26][CH2:27][C:28]3[CH:33]=[CH:32][CH:31]=[CH:30][CH:29]=3)=[CH:19][C:18]=2[O:34][CH2:35][C:36]2[CH:41]=[CH:40][CH:39]=[CH:38][CH:37]=2)[O:9][N:8]=1)(=O)=O.[K].[C:48]1(=[O:58])[NH:52][C:51](=[O:53])[C:50]2=[CH:54][CH:55]=[CH:56][CH:57]=[C:49]12. The catalyst is CC#N. The product is [CH2:35]([O:34][C:18]1[CH:19]=[C:20]([O:26][CH2:27][C:28]2[CH:29]=[CH:30][CH:31]=[CH:32][CH:33]=2)[C:21]([CH:23]([CH3:24])[CH3:25])=[CH:22][C:17]=1[C:16]1[O:15][N:14]=[C:13]([C:42]([NH:43][CH2:44][CH3:45])=[O:46])[C:12]=1[C:10]1[O:9][N:8]=[C:7]([CH2:6][N:52]2[C:48](=[O:58])[C:49]3[C:50](=[CH:54][CH:55]=[CH:56][CH:57]=3)[C:51]2=[O:53])[CH:11]=1)[C:36]1[CH:41]=[CH:40][CH:39]=[CH:38][CH:37]=1. The yield is 0.950. (4) The reactants are [C:1]([O:7]CC)(=O)[CH2:2][C:3]([CH3:5])=O.[NH2:10][C:11]1[C:16]([Br:17])=[CH:15][CH:14]=[CH:13][N:12]=1.[OH-].[Na+]. No catalyst specified. The product is [Br:17][C:16]1[C:11]2=[N:10][C:3]([CH3:5])=[CH:2][C:1](=[O:7])[N:12]2[CH:13]=[CH:14][CH:15]=1. The yield is 0.710. (5) The reactants are [Li+].[OH-].[CH2:3]([O:10][N:11]1[C:17](=[O:18])[N:16]2[CH2:19][C@H:12]1[CH2:13][CH2:14][C@H:15]2[C:20]([O:22]CC)=[O:21])[C:4]1[CH:9]=[CH:8][CH:7]=[CH:6][CH:5]=1. The catalyst is C1COCC1.O. The product is [CH2:3]([O:10][N:11]1[C:17](=[O:18])[N:16]2[CH2:19][C@H:12]1[CH2:13][CH2:14][C@H:15]2[C:20]([OH:22])=[O:21])[C:4]1[CH:9]=[CH:8][CH:7]=[CH:6][CH:5]=1. The yield is 0.777.